This data is from Full USPTO retrosynthesis dataset with 1.9M reactions from patents (1976-2016). The task is: Predict the reactants needed to synthesize the given product. (1) Given the product [CH3:41][C:36]1([CH3:42])[C:37]([CH3:40])([CH3:39])[O:38][B:34]([C:2]2[CH:3]=[CH:4][C:5]3[CH:9]=[C:8]([C:10]4[CH:15]=[CH:14][C:13]([C:16]5[NH:20][C:19]([C@@H:21]6[CH2:25][CH2:24][CH2:23][N:22]6[C:26]([O:28][C:29]([CH3:32])([CH3:31])[CH3:30])=[O:27])=[N:18][CH:17]=5)=[CH:12][CH:11]=4)[S:7][C:6]=3[CH:33]=2)[O:35]1, predict the reactants needed to synthesize it. The reactants are: Br[C:2]1[CH:3]=[CH:4][C:5]2[CH:9]=[C:8]([C:10]3[CH:15]=[CH:14][C:13]([C:16]4[NH:20][C:19]([C@@H:21]5[CH2:25][CH2:24][CH2:23][N:22]5[C:26]([O:28][C:29]([CH3:32])([CH3:31])[CH3:30])=[O:27])=[N:18][CH:17]=4)=[CH:12][CH:11]=3)[S:7][C:6]=2[CH:33]=1.[B:34]1([B:34]2[O:38][C:37]([CH3:40])([CH3:39])[C:36]([CH3:42])([CH3:41])[O:35]2)[O:38][C:37]([CH3:40])([CH3:39])[C:36]([CH3:42])([CH3:41])[O:35]1.C([O-])(=O)C.[K+]. (2) Given the product [CH2:22]([O:25][C:17]1[CH:16]=[C:15]([CH:20]=[CH:19][CH:18]=1)[O:14][C:12]1[CH:11]=[CH:10][N:9]=[C:8]([NH:7][C:4]2[S:5][CH:6]=[C:2]([CH3:1])[N:3]=2)[CH:13]=1)[C:30]1[CH:35]=[CH:34][CH:33]=[CH:32][CH:31]=1, predict the reactants needed to synthesize it. The reactants are: [CH3:1][C:2]1[N:3]=[C:4]([NH:7][C:8]2[CH:13]=[C:12]([O:14][C:15]3[CH:20]=[CH:19][CH:18]=[CH:17][C:16]=3O)[CH:11]=[CH:10][N:9]=2)[S:5][CH:6]=1.[C:22](=[O:25])([O-])[O-].[K+].[K+].BrC[C:30]1[CH:35]=[CH:34][CH:33]=[CH:32][CH:31]=1.Cl. (3) Given the product [ClH:45].[ClH:45].[C:1]([C@H:4]1[CH2:5][NH:6][CH2:7][C@@H:8]([N:10]([CH2:11][CH:12]([CH3:14])[CH3:13])[C:15]([C:17]2[N:21]([CH2:22][CH2:23][CH2:24][CH2:25][O:26][CH3:27])[C:20]3[CH:28]=[CH:29][CH:30]=[CH:31][C:19]=3[N:18]=2)=[O:16])[CH2:9]1)(=[O:3])[NH2:2], predict the reactants needed to synthesize it. The reactants are: [C:1]([C@@H:4]1[CH2:9][C@H:8]([N:10]([C:15]([C:17]2[N:21]([CH2:22][CH2:23][CH2:24][CH2:25][O:26][CH3:27])[C:20]3[CH:28]=[CH:29][CH:30]=[CH:31][C:19]=3[N:18]=2)=[O:16])[CH2:11][CH:12]([CH3:14])[CH3:13])[CH2:7][N:6](C(OC(C)(C)C)=O)[CH2:5]1)(=[O:3])[NH2:2].C(OCC)(=O)C.[ClH:45]. (4) Given the product [F:1][C:2]1[CH:7]=[CH:6][C:5]([C:8]2[CH:13]=[CH:12][N:11]=[C:10]3[NH:14][C:15]([CH:17]4[CH2:18][CH2:19][N:20]([CH2:23][C:24]([NH2:26])=[O:25])[CH2:21][CH2:22]4)=[CH:16][C:9]=23)=[C:4]([O:27][CH3:28])[CH:3]=1, predict the reactants needed to synthesize it. The reactants are: [F:1][C:2]1[CH:7]=[CH:6][C:5]([C:8]2[CH:13]=[CH:12][N:11]=[C:10]3[NH:14][C:15]([C:17]4[CH2:18][CH2:19][N:20]([CH2:23][C:24]([NH2:26])=[O:25])[CH2:21][CH:22]=4)=[CH:16][C:9]=23)=[C:4]([O:27][CH3:28])[CH:3]=1. (5) Given the product [N+:1]([C:4]1[CH:59]=[CH:58][C:7]([CH2:8][O:9][C:10]([CH2:12][NH:13][C:14]([C:16]2[N:17]=[C:18]([N:21]3[CH2:24][CH:23]([S:25][C:26]4[C@H:27]([CH3:57])[C@@H:28]5[C@@H:45]([C@H:46]([OH:48])[CH3:47])[C:44](=[O:56])[N:29]5[C:30]=4[C:31]([O:33][CH2:34][C:35]4[CH:40]=[CH:39][C:38]([N+:41]([O-:43])=[O:42])=[CH:37][CH:36]=4)=[O:32])[CH2:22]3)[S:19][CH:20]=2)=[O:15])=[O:11])=[CH:6][CH:5]=1)([O-:3])=[O:2], predict the reactants needed to synthesize it. The reactants are: [N+:1]([C:4]1[CH:59]=[CH:58][C:7]([CH2:8][O:9][C:10]([CH2:12][NH:13][C:14]([C:16]2[N:17]=[C:18]([N:21]3[CH2:24][CH:23]([S:25][C:26]4[C@H:27]([CH3:57])[C@@H:28]5[C@@H:45]([C@H:46]([O:48][Si](C(C)(C)C)(C)C)[CH3:47])[C:44](=[O:56])[N:29]5[C:30]=4[C:31]([O:33][CH2:34][C:35]4[CH:40]=[CH:39][C:38]([N+:41]([O-:43])=[O:42])=[CH:37][CH:36]=4)=[O:32])[CH2:22]3)[S:19][CH:20]=2)=[O:15])=[O:11])=[CH:6][CH:5]=1)([O-:3])=[O:2].C(O)(=O)C.[F-].C([N+](CCCC)(CCCC)CCCC)CCC.C(=O)([O-])O.[Na+].